Predict the reaction yield, written as a fraction of the theoretical maximum amount of product (1.0 means a 100% yield; for example, 0.34 means a 34% yield). From a dataset of Reaction yield outcomes from USPTO patents with 853,638 reactions. The reactants are [C:1]([O:9][CH:10]1[CH2:15][CH2:14][CH:13]([C:16]2[N:21]=[C:20]([C:22]3[CH:34]=[CH:33][C:25]([C:26]([O:28]C(C)(C)C)=[O:27])=[C:24]([F:35])[CH:23]=3)[C:19]([N:36](C(OC(C)(C)C)=O)C(OC(C)(C)C)=O)=[N:18][CH:17]=2)[CH2:12][C:11]1([F:52])[F:51])(=[O:8])[C:2]1[CH:7]=[CH:6][CH:5]=[CH:4][CH:3]=1.C(O)(C(F)(F)F)=O. The catalyst is C(Cl)Cl. The product is [NH2:36][C:19]1[C:20]([C:22]2[CH:34]=[CH:33][C:25]([C:26]([OH:28])=[O:27])=[C:24]([F:35])[CH:23]=2)=[N:21][C:16]([CH:13]2[CH2:14][CH2:15][CH:10]([O:9][C:1](=[O:8])[C:2]3[CH:7]=[CH:6][CH:5]=[CH:4][CH:3]=3)[C:11]([F:51])([F:52])[CH2:12]2)=[CH:17][N:18]=1. The yield is 1.00.